From a dataset of Catalyst prediction with 721,799 reactions and 888 catalyst types from USPTO. Predict which catalyst facilitates the given reaction. (1) Reactant: [Cl:1][C:2]1[CH:3]=[CH:4][C:5]2[N:11]3[CH:12]=[CH:13][CH:14]=[C:10]3[C@@H:9]([CH2:15][CH2:16][C:17]([OH:19])=O)[O:8][C@H:7]([C:20]3[CH:25]=[CH:24][CH:23]=[C:22]([O:26][CH3:27])[C:21]=3[O:28][CH3:29])[C:6]=2[CH:30]=1.ON1C2C=CC=CC=2N=N1.[CH3:41][NH:42][C@@H:43]1[CH2:48][CH2:47][CH2:46][C@H:45]([C:49]([O:51][CH2:52][CH3:53])=[O:50])[CH2:44]1.Cl.C(N=C=NCCCN(C)C)C. Product: [Cl:1][C:2]1[CH:3]=[CH:4][C:5]2[N:11]3[CH:12]=[CH:13][CH:14]=[C:10]3[C@@H:9]([CH2:15][CH2:16][C:17]([N:42]([C@@H:43]3[CH2:48][CH2:47][CH2:46][C@H:45]([C:49]([O:51][CH2:52][CH3:53])=[O:50])[CH2:44]3)[CH3:41])=[O:19])[O:8][C@H:7]([C:20]3[CH:25]=[CH:24][CH:23]=[C:22]([O:26][CH3:27])[C:21]=3[O:28][CH3:29])[C:6]=2[CH:30]=1. The catalyst class is: 4. (2) Reactant: C1(P(C2CCCCC2)[C:8]2[CH:13]=[CH:12][CH:11]=[CH:10][C:9]=2[C:14]2C=CC=CC=2N(C)C)CCCCC1.B(O)(O)C1C=CC(C)=CC=1.[F-].[K+].Cl[C:42]1[CH:51]=[C:50]2[C:45]([NH:46][CH2:47][CH:48]3[CH2:55][N:54](C(OCC4C=CC=CC=4)=O)[CH2:53][CH2:52][N:49]32)=[CH:44][CH:43]=1. Product: [CH3:14][C:9]1[CH:10]=[CH:11][C:12]([C:42]2[CH:51]=[C:50]3[C:45]([NH:46][CH2:47][CH:48]4[CH2:55][NH:54][CH2:53][CH2:52][N:49]43)=[CH:44][CH:43]=2)=[CH:13][CH:8]=1. The catalyst class is: 584. (3) Reactant: [Cl:1][C:2]1[CH:3]=[C:4]([C:9]2([C:24]([F:27])([F:26])[F:25])[O:13][N:12]=[C:11]([C:14]3[CH:22]=[CH:21][C:17]([C:18](Cl)=[O:19])=[C:16]([CH3:23])[CH:15]=3)[CH2:10]2)[CH:5]=[C:6]([Cl:8])[CH:7]=1.[N:28]1[CH:33]=[CH:32][CH:31]=[CH:30][C:29]=1[C:34]1([NH2:37])[CH2:36][CH2:35]1.O. Product: [Cl:1][C:2]1[CH:3]=[C:4]([C:9]2([C:24]([F:25])([F:27])[F:26])[O:13][N:12]=[C:11]([C:14]3[CH:22]=[CH:21][C:17]([C:18]([NH:37][C:34]4([C:29]5[CH:30]=[CH:31][CH:32]=[CH:33][N:28]=5)[CH2:36][CH2:35]4)=[O:19])=[C:16]([CH3:23])[CH:15]=3)[CH2:10]2)[CH:5]=[C:6]([Cl:8])[CH:7]=1. The catalyst class is: 4. (4) Reactant: [F:1][C:2]1[CH:9]=[CH:8][C:5]([C:6]#[N:7])=[CH:4][CH:3]=1.[NH2:10][OH:11].Cl.[OH-].[Na+].CCOC(C)=O.CCCCCC. Product: [F:1][C:2]1[CH:9]=[CH:8][C:5]([C:6](=[NH:7])[NH:10][OH:11])=[CH:4][CH:3]=1. The catalyst class is: 14. (5) Reactant: [H-].[Al+3].[Li+].[H-].[H-].[H-].[CH3:7][C:8]1[C:17]([N:18]2[C:22]3[CH:23]=[CH:24][C:25]([O:27][C:28]([F:31])([F:30])[F:29])=[CH:26][C:21]=3[N:20]=[C:19]2[C@H:32]2[CH2:36][CH2:35][CH2:34][O:33]2)=[CH:16][CH:15]=[CH:14][C:9]=1[C:10](OC)=[O:11].O.O.O.O.O.O.O.O.O.O.[O-]S([O-])(=O)=O.[Na+].[Na+]. Product: [CH3:7][C:8]1[C:17]([N:18]2[C:22]3[CH:23]=[CH:24][C:25]([O:27][C:28]([F:31])([F:30])[F:29])=[CH:26][C:21]=3[N:20]=[C:19]2[C@H:32]2[CH2:36][CH2:35][CH2:34][O:33]2)=[CH:16][CH:15]=[CH:14][C:9]=1[CH2:10][OH:11]. The catalyst class is: 7.